The task is: Predict the reactants needed to synthesize the given product.. This data is from Full USPTO retrosynthesis dataset with 1.9M reactions from patents (1976-2016). Given the product [Cl:1][C:2]1[CH:7]=[C:6]([C:23]2[CH:24]=[CH:25][C:20]([C:19]([F:30])([F:29])[F:18])=[CH:21][CH:22]=2)[CH:5]=[C:4]([Cl:9])[C:3]=1[N:10]1[C:14]([NH2:15])=[CH:13][C:12]([C:16]#[N:17])=[N:11]1, predict the reactants needed to synthesize it. The reactants are: [Cl:1][C:2]1[CH:7]=[C:6](Br)[CH:5]=[C:4]([Cl:9])[C:3]=1[N:10]1[C:14]([NH2:15])=[CH:13][C:12]([C:16]#[N:17])=[N:11]1.[F:18][C:19]([F:30])([F:29])[C:20]1[CH:25]=[CH:24][C:23](B(O)O)=[CH:22][CH:21]=1.C([O-])([O-])=O.[Na+].[Na+].C1(C)C=CC=CC=1.